Dataset: TCR-epitope binding with 47,182 pairs between 192 epitopes and 23,139 TCRs. Task: Binary Classification. Given a T-cell receptor sequence (or CDR3 region) and an epitope sequence, predict whether binding occurs between them. (1) The epitope is ATDALMTGY. The TCR CDR3 sequence is CASSVVGGVDEQFF. Result: 1 (the TCR binds to the epitope). (2) The epitope is NLVPMVATV. The TCR CDR3 sequence is CASSSGLAGGPITGELFF. Result: 1 (the TCR binds to the epitope).